From a dataset of Forward reaction prediction with 1.9M reactions from USPTO patents (1976-2016). Predict the product of the given reaction. Given the reactants [CH3:1][O:2][CH2:3][C:4]1[CH:9]=[C:8]([C:10](O)=[O:11])[CH:7]=[CH:6][C:5]=1[C:13]1[CH:18]=[CH:17][CH:16]=[CH:15][C:14]=1[CH3:19].C(Cl)(=O)C([Cl:23])=O.CN(C=O)C, predict the reaction product. The product is: [CH3:1][O:2][CH2:3][C:4]1[CH:9]=[C:8]([C:10]([Cl:23])=[O:11])[CH:7]=[CH:6][C:5]=1[C:13]1[CH:18]=[CH:17][CH:16]=[CH:15][C:14]=1[CH3:19].